From a dataset of Reaction yield outcomes from USPTO patents with 853,638 reactions. Predict the reaction yield, written as a fraction of the theoretical maximum amount of product (1.0 means a 100% yield; for example, 0.34 means a 34% yield). (1) The catalyst is C(#N)CC.CN(C=O)C.CC([O-])=O.CC([O-])=O.[Pd+2]. The product is [C:23]([O:22][C:18](=[O:21])/[CH:19]=[CH:20]/[C:2]1[CH:17]=[N:16][C:5]2[NH:6][C:7](=[O:15])[N:8]([CH2:10][CH2:11][N:12]([CH3:14])[CH3:13])[CH2:9][C:4]=2[CH:3]=1)([CH3:26])([CH3:25])[CH3:24]. The yield is 0.540. The reactants are Br[C:2]1[CH:17]=[N:16][C:5]2[NH:6][C:7](=[O:15])[N:8]([CH2:10][CH2:11][N:12]([CH3:14])[CH3:13])[CH2:9][C:4]=2[CH:3]=1.[C:18]([O:22][C:23]([CH3:26])([CH3:25])[CH3:24])(=[O:21])[CH:19]=[CH2:20].C(N(C(C)C)C(C)C)C.CC1C=CC=CC=1P(C1C=CC=CC=1C)C1C=CC=CC=1C. (2) The reactants are [N:1]1[CH:6]=[CH:5][N:4]=[C:3]([NH2:7])[N:2]=1.Br[C:9]1[C:10](=[O:17])[N:11]([CH3:16])[CH:12]=[C:13]([Br:15])[CH:14]=1.CC1(C)C2C(=C(P(C3C=CC=CC=3)C3C=CC=CC=3)C=CC=2)OC2C(P(C3C=CC=CC=3)C3C=CC=CC=3)=CC=CC1=2.C(=O)([O-])[O-].[Cs+].[Cs+]. The catalyst is C1C=CC(/C=C/C(/C=C/C2C=CC=CC=2)=O)=CC=1.C1C=CC(/C=C/C(/C=C/C2C=CC=CC=2)=O)=CC=1.C1C=CC(/C=C/C(/C=C/C2C=CC=CC=2)=O)=CC=1.[Pd].[Pd].O1CCOCC1. The product is [N:1]1[CH:6]=[CH:5][N:4]=[C:3]([NH:7][C:9]2[C:10](=[O:17])[N:11]([CH3:16])[CH:12]=[C:13]([Br:15])[CH:14]=2)[N:2]=1. The yield is 0.400. (3) The reactants are [CH2:1]([CH:7]([CH2:47][CH2:48][CH2:49][CH2:50][CH2:51][CH2:52][CH2:53][CH3:54])[CH2:8][C:9]1[S:13][C:12]([C:14]2[C:25]3[S:24][CH:23]=[CH:22][C:21]=3[C:20]([C:26]3[S:27][C:28]([CH2:31][CH:32]([CH2:41][CH2:42][CH2:43][CH2:44][CH2:45][CH3:46])[CH2:33][CH2:34][CH2:35][CH2:36][CH2:37][CH2:38][CH2:39][CH3:40])=[CH:29][CH:30]=3)=[C:19]3[C:15]=2[CH:16]=[CH:17][S:18]3)=[CH:11][CH:10]=1)[CH2:2][CH2:3][CH2:4][CH2:5][CH3:6].C1COCC1.C([Li])CCC.[CH3:65][Sn:66](Cl)([CH3:68])[CH3:67]. The catalyst is CCCCCC. The product is [CH2:41]([CH:32]([CH2:33][CH2:34][CH2:35][CH2:36][CH2:37][CH2:38][CH2:39][CH3:40])[CH2:31][C:28]1[S:27][C:26]([C:20]2[C:19]3[S:18][C:17]([Sn:66]([CH3:68])([CH3:67])[CH3:65])=[CH:16][C:15]=3[C:14]([C:12]3[S:13][C:9]([CH2:8][CH:7]([CH2:1][CH2:2][CH2:3][CH2:4][CH2:5][CH3:6])[CH2:47][CH2:48][CH2:49][CH2:50][CH2:51][CH2:52][CH2:53][CH3:54])=[CH:10][CH:11]=3)=[C:25]3[C:21]=2[CH:22]=[C:23]([Sn:66]([CH3:68])([CH3:67])[CH3:65])[S:24]3)=[CH:30][CH:29]=1)[CH2:42][CH2:43][CH2:44][CH2:45][CH3:46]. The yield is 0.760. (4) The reactants are Br[C:2]1[S:6][C:5]([NH:7][C:8]([C:10]2[CH:15]=[CH:14][CH:13]=[CH:12][C:11]=2[Cl:16])=[O:9])=[N:4][CH:3]=1.[CH2:17]([N:19]1[C:23](B(O)O)=[CH:22][C:21]([C:27]([F:30])([F:29])[F:28])=[N:20]1)[CH3:18].P([O-])([O-])([O-])=O.[K+].[K+].[K+].CC(=O)OCC.[Cl-].[Na+].O. The catalyst is CC(N(C)C)=O.O. The product is [Cl:16][C:11]1[CH:12]=[CH:13][CH:14]=[CH:15][C:10]=1[C:8]([NH:7][C:5]1[S:6][C:2]([C:23]2[N:19]([CH2:17][CH3:18])[N:20]=[C:21]([C:27]([F:30])([F:29])[F:28])[CH:22]=2)=[CH:3][N:4]=1)=[O:9]. The yield is 0.140. (5) The reactants are C(OC1C=C(C=C(OCC2C=CC=CC=2)C=1)CN)C1C=CC=CC=1.[CH2:25]([O:32][C:33]1[CH:40]=[CH:39][C:36]([C:37]#[N:38])=[CH:35][C:34]=1[OH:41])[C:26]1[CH:31]=[CH:30][CH:29]=[CH:28][CH:27]=1. No catalyst specified. The product is [CH2:25]([O:32][C:33]1[CH:40]=[CH:39][C:36]([CH2:37][NH2:38])=[CH:35][C:34]=1[OH:41])[C:26]1[CH:31]=[CH:30][CH:29]=[CH:28][CH:27]=1. The yield is 0.330.